From a dataset of Full USPTO retrosynthesis dataset with 1.9M reactions from patents (1976-2016). Predict the reactants needed to synthesize the given product. (1) Given the product [NH2:8][C@@H:9]1[CH2:15][CH2:14][C@@H:13]2[NH:16][C@@:10]1([C:30]1[CH:35]=[CH:34][CH:33]=[CH:32][CH:31]=1)[CH2:11][C@H:12]2[C:24]1[N:25]=[N:26][N:27]([CH3:29])[N:28]=1, predict the reactants needed to synthesize it. The reactants are: C([NH:8][C@@H:9]1[CH2:15][CH2:14][C@@H:13]2[N:16](CC3C=CC=CC=3)[C@@:10]1([C:30]1[CH:35]=[CH:34][CH:33]=[CH:32][CH:31]=1)[CH2:11][C@H:12]2[C:24]1[N:25]=[N:26][N:27]([CH3:29])[N:28]=1)C1C=CC=CC=1.C1CC=CCC=1. (2) Given the product [CH2:1]([O:3][C:4](=[O:32])[CH:5]([C:10]1[CH:11]=[C:12]([C:22]2[CH:23]=[CH:24][C:25]([C:28]([F:29])([F:30])[F:31])=[CH:26][CH:27]=2)[CH:13]=[C:14]([CH:16]2[CH2:21][CH2:20][CH2:19][N:18]([CH2:10][C:5]3[CH:6]=[CH:40][C:39]([N:36]4[CH:33]=[CH:35][CH:38]=[CH:37]4)=[CH:41][CH:4]=3)[CH2:17]2)[CH:15]=1)[CH2:6][CH:7]([CH3:9])[CH3:8])[CH3:2], predict the reactants needed to synthesize it. The reactants are: [CH2:1]([O:3][C:4](=[O:32])[CH:5]([C:10]1[CH:11]=[C:12]([C:22]2[CH:27]=[CH:26][C:25]([C:28]([F:31])([F:30])[F:29])=[CH:24][CH:23]=2)[CH:13]=[C:14]([CH:16]2[CH2:21][CH2:20][CH2:19][NH:18][CH2:17]2)[CH:15]=1)[CH2:6][CH:7]([CH3:9])[CH3:8])[CH3:2].[CH:33]([N:36]([CH:39]([CH3:41])[CH3:40])[CH2:37][CH3:38])([CH3:35])C. (3) Given the product [CH3:15][C:10]1[CH:9]=[C:8]([NH:7][C:5](=[O:6])[C:4]2[CH:16]=[CH:17][C:18]([O:19][CH3:20])=[C:2]([NH:1][C:29]([NH:28][C:24]3[CH:23]=[C:22]([CH3:21])[CH:27]=[CH:26][CH:25]=3)=[S:30])[CH:3]=2)[CH:13]=[CH:12][C:11]=1[CH3:14], predict the reactants needed to synthesize it. The reactants are: [NH2:1][C:2]1[CH:3]=[C:4]([CH:16]=[CH:17][C:18]=1[O:19][CH3:20])[C:5]([NH:7][C:8]1[CH:13]=[CH:12][C:11]([CH3:14])=[C:10]([CH3:15])[CH:9]=1)=[O:6].[CH3:21][C:22]1[CH:23]=[C:24]([N:28]=[C:29]=[S:30])[CH:25]=[CH:26][CH:27]=1. (4) Given the product [F:28][C:3]1[C:2]([OH:36])=[CH:26][CH:25]=[C:24]([F:27])[C:4]=1[CH2:5][O:6][C:7]([N:9]1[CH2:14][CH2:13][N:12]([C:15]([O:17][C:18]([CH3:21])([CH3:20])[CH3:19])=[O:16])[CH2:11][C@H:10]1[CH2:22][CH3:23])=[O:8], predict the reactants needed to synthesize it. The reactants are: Br[C:2]1[C:3]([F:28])=[C:4]([C:24]([F:27])=[CH:25][CH:26]=1)[CH2:5][O:6][C:7]([N:9]1[CH2:14][CH2:13][N:12]([C:15]([O:17][C:18]([CH3:21])([CH3:20])[CH3:19])=[O:16])[CH2:11][C@H:10]1[CH2:22][CH3:23])=[O:8].C([Li])CCC.C(O)(=[O:36])C.OO.